Dataset: Forward reaction prediction with 1.9M reactions from USPTO patents (1976-2016). Task: Predict the product of the given reaction. (1) Given the reactants C[O:2][C:3](=[O:44])[CH2:4][CH2:5][CH2:6][CH2:7][C:8](=[O:43])[NH:9][C:10]1[CH:15]=[CH:14][CH:13]=[C:12]([CH3:16])[C:11]=1[C:17]1[CH:22]=[CH:21][CH:20]=[C:19]([S:23]([C:26]2[CH:30]=[C:29]([C:31]([NH:33][C:34]([O:36][C:37]([CH3:40])([CH3:39])[CH3:38])=[O:35])=[NH:32])[S:28][C:27]=2[S:41][CH3:42])(=[O:25])=[O:24])[CH:18]=1.[Li+].[OH-].CO, predict the reaction product. The product is: [C:37]([O:36][C:34]([NH:33][C:31](=[NH:32])[C:29]1[S:28][C:27]([S:41][CH3:42])=[C:26]([S:23]([C:19]2[CH:18]=[C:17]([C:11]3[C:12]([CH3:16])=[CH:13][CH:14]=[CH:15][C:10]=3[NH:9][C:8]([CH2:7][CH2:6][CH2:5][CH2:4][C:3]([OH:44])=[O:2])=[O:43])[CH:22]=[CH:21][CH:20]=2)(=[O:25])=[O:24])[CH:30]=1)=[O:35])([CH3:40])([CH3:38])[CH3:39]. (2) The product is: [CH2:1]([N:3]([CH2:4][CH3:5])[C:19]1[CH:18]=[CH:17][C:16]([N+:21]([O-:23])=[O:22])=[CH:15][C:14]=1[F:13])[CH3:2]. Given the reactants [CH2:1]([NH:3][CH2:4][CH3:5])[CH3:2].CCN(CC)CC.[F:13][C:14]1[CH:15]=[C:16]([N+:21]([O-:23])=[O:22])[CH:17]=[CH:18][C:19]=1F, predict the reaction product. (3) Given the reactants Br[C:2]1[CH:3]=[C:4]2[C:9](=[CH:10][CH:11]=1)[NH:8][C:7](=[O:12])[CH2:6][CH2:5]2.[F:13][C:14]1[CH:19]=[CH:18][C:17](B(O)O)=[CH:16][C:15]=1[CH3:23].C(=O)([O-])[O-].[Na+].[Na+], predict the reaction product. The product is: [F:13][C:14]1[CH:19]=[CH:18][C:17]([C:2]2[CH:3]=[C:4]3[C:9](=[CH:10][CH:11]=2)[NH:8][C:7](=[O:12])[CH2:6][CH2:5]3)=[CH:16][C:15]=1[CH3:23]. (4) Given the reactants [C:1]([C:5]1[N:6]=[C:7]([NH:10][C:11]([C@@H:13]2[CH2:17][CH2:16][CH2:15][NH:14]2)=[O:12])[S:8][CH:9]=1)([CH3:4])([CH3:3])[CH3:2].Cl.[O:19]1[CH2:24][CH2:23][CH:22]([CH:25]=O)[CH2:21][CH2:20]1.C(O)(=O)C.C(O[BH-](OC(=O)C)OC(=O)C)(=O)C.[Na+], predict the reaction product. The product is: [C:1]([C:5]1[N:6]=[C:7]([NH:10][C:11]([C@@H:13]2[CH2:17][CH2:16][CH2:15][N:14]2[CH2:25][CH:22]2[CH2:23][CH2:24][O:19][CH2:20][CH2:21]2)=[O:12])[S:8][CH:9]=1)([CH3:4])([CH3:2])[CH3:3].